This data is from Forward reaction prediction with 1.9M reactions from USPTO patents (1976-2016). The task is: Predict the product of the given reaction. (1) The product is: [CH2:1]([S:9][C:10]1[CH:11]=[C:12]([C:15]([OH:17])=[O:16])[NH:13][CH:14]=1)[CH2:2][C:3]1[CH:4]=[CH:5][CH:6]=[CH:7][CH:8]=1. Given the reactants [CH2:1]([S:9][C:10]1[CH:11]=[C:12]([C:15]([O:17]C)=[O:16])[NH:13][CH:14]=1)[CH2:2][C:3]1[CH:8]=[CH:7][CH:6]=[CH:5][CH:4]=1.[OH-].[K+].Cl, predict the reaction product. (2) Given the reactants [CH3:1][N:2]([CH3:21])[S:3]([C:6]1[C:14]2[C:10](=[N:11][S:12][N:13]=2)[C:9]([N:15]([CH3:20])[CH2:16][CH2:17][NH:18][CH3:19])=[CH:8][CH:7]=1)(=[O:5])=[O:4].C(N(CC)CC)C.[C:29](Cl)(=[O:32])[CH:30]=[CH2:31].C([O-])([O-])=O.[Na+].[Na+], predict the reaction product. The product is: [CH3:1][N:2]([CH3:21])[S:3]([C:6]1[C:14]2=[N:13][S:12][N:11]=[C:10]2[C:9]([N:15]([CH3:20])[CH2:16][CH2:17][N:18]([CH3:19])[C:29](=[O:32])[CH:30]=[CH2:31])=[CH:8][CH:7]=1)(=[O:5])=[O:4]. (3) Given the reactants [C:1](O)(=O)C.CCN=C=NCCCN(C)C.C1C=CC2N(O)N=NC=2C=1.[F:26][C:27]1[CH:65]=[C:64]([NH:66][C:67]([C:69]2[C:70](=[O:82])[N:71]([C:75]3[CH:80]=[CH:79][C:78]([F:81])=[CH:77][CH:76]=3)[N:72]=[CH:73][CH:74]=2)=[O:68])[CH:63]=[CH:62][C:28]=1[O:29][C:30]1[CH:35]=[CH:34][N:33]=[C:32]2[N:36]([CH2:53][C:54]3[CH:59]=[CH:58][C:57]([O:60][CH3:61])=[CH:56][CH:55]=3)[N:37]=[C:38]([O:39][CH:40]3[CH2:45][CH2:44][N:43]([C:46](OC(C)(C)C)=[O:47])[CH2:42][CH2:41]3)[C:31]=12.CCN(CC)CC, predict the reaction product. The product is: [C:46]([N:43]1[CH2:42][CH2:41][CH:40]([O:39][C:38]2[C:31]3[C:32](=[N:33][CH:34]=[CH:35][C:30]=3[O:29][C:28]3[CH:62]=[CH:63][C:64]([NH:66][C:67]([C:69]4[C:70](=[O:82])[N:71]([C:75]5[CH:76]=[CH:77][C:78]([F:81])=[CH:79][CH:80]=5)[N:72]=[CH:73][CH:74]=4)=[O:68])=[CH:65][C:27]=3[F:26])[N:36]([CH2:53][C:54]3[CH:55]=[CH:56][C:57]([O:60][CH3:61])=[CH:58][CH:59]=3)[N:37]=2)[CH2:45][CH2:44]1)(=[O:47])[CH3:1].